Dataset: Cav3 T-type calcium channel HTS with 100,875 compounds. Task: Binary Classification. Given a drug SMILES string, predict its activity (active/inactive) in a high-throughput screening assay against a specified biological target. The drug is Clc1cc2nc(sc2cc1)SC. The result is 0 (inactive).